This data is from Forward reaction prediction with 1.9M reactions from USPTO patents (1976-2016). The task is: Predict the product of the given reaction. (1) The product is: [CH2:35]([NH:34][C:31]1[N:32]=[CH:33][C:22]2[C:21](=[O:37])[N:20]([C:16]3[CH:17]=[N:18][CH:19]=[C:14]([N:11]4[CH2:12][CH2:13][NH:8][CH2:9][CH2:10]4)[CH:15]=3)[CH2:29][C@H:28]3[N:24]([CH2:25][CH2:26][CH2:27]3)[C:23]=2[N:30]=1)[CH3:36]. Given the reactants C(OC([N:8]1[CH2:13][CH2:12][N:11]([C:14]2[CH:15]=[C:16]([N:20]3[CH2:29][C@H:28]4[N:24]([CH2:25][CH2:26][CH2:27]4)[C:23]4[N:30]=[C:31]([NH:34][CH2:35][CH3:36])[N:32]=[CH:33][C:22]=4[C:21]3=[O:37])[CH:17]=[N:18][CH:19]=2)[CH2:10][CH2:9]1)=O)(C)(C)C.Cl.C(O)C, predict the reaction product. (2) Given the reactants C([C:3]1[N:8]=[C:7]2[C:9]([C:19](=[O:28])[NH:20][C@H:21]3[CH2:26][CH2:25][CH2:24][CH2:23][C@@H:22]3[OH:27])=[CH:10][N:11]([C:12](OC(C)(C)C)=O)[C:6]2=[CH:5][CH:4]=1)#N.BrC[C:31]1[CH:36]=[C:35]([F:37])[CH:34]=[CH:33][C:32]=1[F:38].C(=O)([O-])[O-].[Cs+].[Cs+], predict the reaction product. The product is: [F:37][C:35]1[CH:36]=[CH:31][C:32]([F:38])=[CH:33][C:34]=1[CH2:12][N:11]1[C:6]2[C:7](=[N:8][CH:3]=[CH:4][CH:5]=2)[C:9]([C:19]([NH:20][C@H:21]2[CH2:26][CH2:25][CH2:24][CH2:23][C@@H:22]2[OH:27])=[O:28])=[CH:10]1. (3) Given the reactants [P:1](Br)([C:6]([CH3:9])([CH3:8])[CH3:7])[C:2]([CH3:5])([CH3:4])[CH3:3].[H-].[H-].[H-].[H-].[Li+].[Al+3], predict the reaction product. The product is: [PH:1]([C:6]([CH3:9])([CH3:8])[CH3:7])[C:2]([CH3:5])([CH3:4])[CH3:3]. (4) The product is: [Br:1][C:2]1[CH:3]=[C:4]([C:11]([O:13][CH3:14])=[O:12])[C:5]2[CH:6]=[CH:7][N:8]([CH:18]([CH3:20])[CH3:19])[C:9]=2[CH:10]=1. Given the reactants [Br:1][C:2]1[CH:3]=[C:4]([C:11]([O:13][CH3:14])=[O:12])[C:5]2[CH:6]=[CH:7][NH:8][C:9]=2[CH:10]=1.[H-].[Na+].Br[CH:18]([CH3:20])[CH3:19].CCCCCC, predict the reaction product. (5) Given the reactants [Br:1][C:2]1[CH:3]=[C:4]([CH:20]=O)[C:5]([N:8]([CH2:17][CH2:18][CH3:19])[CH2:9][CH2:10][CH2:11][CH2:12][C:13]([O:15][CH3:16])=[O:14])=[N:6][CH:7]=1.C[O-].[Na+].O, predict the reaction product. The product is: [Br:1][C:2]1[CH:7]=[N:6][C:5]2[N:8]([CH2:17][CH2:18][CH3:19])[CH2:9][CH2:10][CH2:11][C:12]([C:13]([O:15][CH3:16])=[O:14])=[CH:20][C:4]=2[CH:3]=1. (6) Given the reactants [Br:1][C:2]1[CH:3]=[C:4]([CH:7]=[C:8]([F:10])[CH:9]=1)[CH:5]=O.[C:11]([OH:17])(=[O:16])[CH2:12]C(O)=O.C([O-])(=O)C.[NH4+:22], predict the reaction product. The product is: [NH2:22][CH:5]([C:4]1[CH:7]=[C:8]([F:10])[CH:9]=[C:2]([Br:1])[CH:3]=1)[CH2:12][C:11]([OH:17])=[O:16].